From a dataset of Forward reaction prediction with 1.9M reactions from USPTO patents (1976-2016). Predict the product of the given reaction. (1) Given the reactants [N:1]([CH2:4][CH:5]1[CH2:9][O:8][C:7]2([C:18]3[CH:19]=[CH:20][CH:21]=[CH:22][C:17]=3[C:16]3[O:15][C:14]([CH3:24])([CH3:23])[CH2:13][CH2:12][C:11]=3[C:10]2=[O:25])[O:6]1)=[N+]=[N-].C1(P(C2C=CC=CC=2)C2C=CC=CC=2)C=CC=CC=1.O, predict the reaction product. The product is: [NH2:1][CH2:4][CH:5]1[CH2:9][O:8][C:7]2([C:18]3[CH:19]=[CH:20][CH:21]=[CH:22][C:17]=3[C:16]3[O:15][C:14]([CH3:23])([CH3:24])[CH2:13][CH2:12][C:11]=3[C:10]2=[O:25])[O:6]1. (2) Given the reactants [F:1][C:2]1[CH:7]=[C:6]([C:8]([O:10]C)=[O:9])[C:5]([F:12])=[CH:4][C:3]=1[NH:13][S:14]([C:17]1[CH:22]=[CH:21][C:20]([C:23]2[CH:24]=[N:25][C:26]([CH:29]3[CH2:34][CH2:33][N:32]([C:35]([O:37][C:38]([CH3:41])([CH3:40])[CH3:39])=[O:36])[CH2:31][CH2:30]3)=[N:27][CH:28]=2)=[CH:19][CH:18]=1)(=[O:16])=[O:15].[OH-].[Li+].Cl, predict the reaction product. The product is: [C:38]([O:37][C:35]([N:32]1[CH2:33][CH2:34][CH:29]([C:26]2[N:27]=[CH:28][C:23]([C:20]3[CH:21]=[CH:22][C:17]([S:14]([NH:13][C:3]4[C:2]([F:1])=[CH:7][C:6]([C:8]([OH:10])=[O:9])=[C:5]([F:12])[CH:4]=4)(=[O:15])=[O:16])=[CH:18][CH:19]=3)=[CH:24][N:25]=2)[CH2:30][CH2:31]1)=[O:36])([CH3:41])([CH3:39])[CH3:40].